Dataset: Catalyst prediction with 721,799 reactions and 888 catalyst types from USPTO. Task: Predict which catalyst facilitates the given reaction. Reactant: [F:1][C:2]1[CH:3]=[C:4]2[C:9](=[CH:10][CH:11]=1)[N:8]=[C:7]([NH:12][C@H:13]1[CH2:17][CH2:16][C@H:15]([NH2:18])[CH2:14]1)[CH:6]=[C:5]2[CH3:19].[CH3:20][N:21]1[C:25]2=[N:26][CH:27]=[CH:28][CH:29]=[C:24]2[C:23]([CH:30]=O)=[CH:22]1.[BH4-].[Na+].Cl.[OH-].[Na+]. Product: [F:1][C:2]1[CH:3]=[C:4]2[C:9](=[CH:10][CH:11]=1)[N:8]=[C:7]([NH:12][C@H:13]1[CH2:17][CH2:16][C@H:15]([NH:18][CH2:30][C:23]3[C:24]4[C:25](=[N:26][CH:27]=[CH:28][CH:29]=4)[N:21]([CH3:20])[CH:22]=3)[CH2:14]1)[CH:6]=[C:5]2[CH3:19]. The catalyst class is: 5.